Dataset: Forward reaction prediction with 1.9M reactions from USPTO patents (1976-2016). Task: Predict the product of the given reaction. (1) Given the reactants [C:1]1([S:7]([C:10]2[N:14]([C:15]3[CH:20]=[C:19]([F:21])[CH:18]=[CH:17][C:16]=3[F:22])[N:13]=[C:12]([CH2:23][N:24](C)[C:25](=O)OC(C)(C)C)[CH:11]=2)(=[O:9])=[O:8])[CH:6]=[CH:5][CH:4]=[CH:3][CH:2]=1.C(O)C.C(OCC)(=O)C.[ClH:42], predict the reaction product. The product is: [ClH:42].[F:22][C:16]1[CH:17]=[CH:18][C:19]([F:21])=[CH:20][C:15]=1[N:14]1[C:10]([S:7]([C:1]2[CH:6]=[CH:5][CH:4]=[CH:3][CH:2]=2)(=[O:9])=[O:8])=[CH:11][C:12]([CH2:23][NH:24][CH3:25])=[N:13]1. (2) The product is: [CH3:34][CH:33]([C:32]1[N:36]=[C:27]([CH:13]2[CH2:14][CH:15]([C:17]3[CH:18]=[CH:19][C:20]([C:23]([F:26])([F:25])[F:24])=[CH:21][CH:22]=3)[CH2:16][N:11]([C:9]([N:6]3[CH2:5][CH2:4][CH:3]([C:1]#[N:2])[CH2:8][CH2:7]3)=[O:10])[CH2:12]2)[O:28][N:31]=1)[CH3:35]. Given the reactants [C:1]([CH:3]1[CH2:8][CH2:7][N:6]([C:9]([N:11]2[CH2:16][CH:15]([C:17]3[CH:22]=[CH:21][C:20]([C:23]([F:26])([F:25])[F:24])=[CH:19][CH:18]=3)[CH2:14][CH:13]([C:27](O)=[O:28])[CH2:12]2)=[O:10])[CH2:5][CH2:4]1)#[N:2].O[NH:31][C:32](=[NH:36])[CH:33]([CH3:35])[CH3:34], predict the reaction product. (3) Given the reactants C([O:4][CH2:5][CH2:6][C:7]1[CH:8]=[C:9]2[C:13](=[CH:14][CH:15]=1)[NH:12][CH:11]=[C:10]2[C:16](=[O:38])[CH:17]([NH:27][C:28]1[CH:33]=[C:32]([O:34][CH3:35])[CH:31]=[C:30]([O:36][CH3:37])[CH:29]=1)[C:18]1[CH:26]=[C:21]2[CH:22]=[CH:23][CH:24]=[CH:25][N:20]2[N:19]=1)(=O)C.C(=O)([O-])[O-].[K+].[K+], predict the reaction product. The product is: [CH3:37][O:36][C:30]1[CH:29]=[C:28]([NH:27][CH:17]([C:18]2[CH:26]=[C:21]3[CH:22]=[CH:23][CH:24]=[CH:25][N:20]3[N:19]=2)[C:16]([C:10]2[C:9]3[C:13](=[CH:14][CH:15]=[C:7]([CH2:6][CH2:5][OH:4])[CH:8]=3)[NH:12][CH:11]=2)=[O:38])[CH:33]=[C:32]([O:34][CH3:35])[CH:31]=1. (4) Given the reactants [Si]([O:8][CH:9]1[CH2:13][CH2:12][N:11]([C:14]2[CH:22]=[C:21]3[C:17]([C:18]4[C:26]([C:27]5[CH:32]=[CH:31][CH:30]=[C:29]([N:33]6[CH2:41][C:40]7[C:35](=[CH:36][C:37]([Cl:42])=[CH:38][CH:39]=7)[C:34]6=[O:43])[C:28]=5[CH3:44])=[CH:25][N:24]=[C:23]([C:45]([NH2:47])=[O:46])[C:19]=4[NH:20]3)=[CH:16][CH:15]=2)[CH2:10]1)(C(C)(C)C)(C)C.CCCC[N+](CCCC)(CCCC)CCCC.[F-].C1COCC1, predict the reaction product. The product is: [Cl:42][C:37]1[CH:36]=[C:35]2[C:40]([CH2:41][N:33]([C:29]3[C:28]([CH3:44])=[C:27]([C:26]4[C:18]5[C:17]6[C:21](=[CH:22][C:14]([N:11]7[CH2:12][CH2:13][CH:9]([OH:8])[CH2:10]7)=[CH:15][CH:16]=6)[NH:20][C:19]=5[C:23]([C:45]([NH2:47])=[O:46])=[N:24][CH:25]=4)[CH:32]=[CH:31][CH:30]=3)[C:34]2=[O:43])=[CH:39][CH:38]=1. (5) Given the reactants [Cl:1][C:2]1[C:10]2[S:9][C:8]([SH:11])=[N:7][C:6]=2[CH:5]=[CH:4][CH:3]=1.CC(C)([O-])C.[K+].Br[C:19]1[N:20]([CH2:29][CH2:30][CH2:31][CH3:32])[C:21]2[C:26]([N:27]=1)=[C:25]([NH2:28])[N:24]=[CH:23][N:22]=2, predict the reaction product. The product is: [CH2:29]([N:20]1[C:19]([S:11][C:8]2[S:9][C:10]3[C:2]([Cl:1])=[CH:3][CH:4]=[CH:5][C:6]=3[N:7]=2)=[N:27][C:26]2[C:21]1=[N:22][CH:23]=[N:24][C:25]=2[NH2:28])[CH2:30][CH2:31][CH3:32]. (6) The product is: [C:1]([O:32][C@@H:31]([C:33]1[S:34][CH:35]=[C:36]([C:38]([NH:40][C@@H:41]([CH2:48][C:49]2[CH:54]=[CH:53][CH:52]=[CH:51][CH:50]=2)[CH2:42][C@H:43]([CH3:47])[C:44]([OH:46])=[O:45])=[O:39])[N:37]=1)[CH2:30][C@@H:29]([N:27]([CH3:28])[C:25](=[O:26])[C@@H:24]([NH:23][C:21]([C@H:16]1[CH2:17][CH2:18][CH2:19][CH2:20][N:15]1[C:13]([O:12][C:8]([CH3:9])([CH3:11])[CH3:10])=[O:14])=[O:22])[C@@H:58]([CH3:61])[CH2:59][CH3:60])[CH:55]([CH3:56])[CH3:57])(=[O:3])[CH3:2]. Given the reactants [C:1](OC(=O)C)(=[O:3])[CH3:2].[C:8]([O:12][C:13]([N:15]1[CH2:20][CH2:19][CH2:18][CH2:17][C@@H:16]1[C:21]([NH:23][C@@H:24]([C@@H:58]([CH3:61])[CH2:59][CH3:60])[C:25]([N:27]([C@@H:29]([CH:55]([CH3:57])[CH3:56])[CH2:30][C@H:31]([C:33]1[S:34][CH:35]=[C:36]([C:38]([NH:40][C@@H:41]([CH2:48][C:49]2[CH:54]=[CH:53][CH:52]=[CH:51][CH:50]=2)[CH2:42][C@H:43]([CH3:47])[C:44]([OH:46])=[O:45])=[O:39])[N:37]=1)[OH:32])[CH3:28])=[O:26])=[O:22])=[O:14])([CH3:11])([CH3:10])[CH3:9].N1C=CC=CC=1, predict the reaction product. (7) Given the reactants [CH2:1]([O:3][CH2:4][CH2:5][NH:6][S:7]([C:10]1[C:15]([Cl:16])=[CH:14][CH:13]=[C:12]([N+:17]([O-])=O)[C:11]=1[OH:20])(=[O:9])=[O:8])[CH3:2].[H][H], predict the reaction product. The product is: [CH2:1]([O:3][CH2:4][CH2:5][NH:6][S:7]([C:10]1[C:15]([Cl:16])=[CH:14][CH:13]=[C:12]([NH2:17])[C:11]=1[OH:20])(=[O:9])=[O:8])[CH3:2]. (8) Given the reactants Cl.[Br:2][C:3]1[CH:4]=[C:5]2[C:10](=[CH:11][N:12]=1)[N:9]([C@H:13]1[CH2:18][CH2:17][CH2:16][NH:15][CH2:14]1)[CH:8]=[C:7]([C:19]([O:21][CH2:22][CH3:23])=[O:20])[C:6]2=[O:24].Cl.Cl[CH2:27][CH2:28][N:29]([CH2:32][CH3:33])[CH2:30][CH3:31].C(=O)([O-])[O-].[K+].[K+], predict the reaction product. The product is: [Br:2][C:3]1[CH:4]=[C:5]2[C:10](=[CH:11][N:12]=1)[N:9]([C@H:13]1[CH2:18][CH2:17][CH2:16][N:15]([CH2:27][CH2:28][N:29]([CH2:32][CH3:33])[CH2:30][CH3:31])[CH2:14]1)[CH:8]=[C:7]([C:19]([O:21][CH2:22][CH3:23])=[O:20])[C:6]2=[O:24]. (9) Given the reactants [C:1]([O:5][C:6]([N:8]1[CH2:13][C@H:12]([OH:14])[C@@H:11]([C:15]2[CH:20]=[CH:19][C:18]([O:21][CH2:22][CH2:23][CH2:24][O:25][C:26]3[CH:31]=[CH:30][CH:29]=[CH:28][C:27]=3[C:32]#[N:33])=[CH:17][CH:16]=2)[C@H:10]([O:34][CH2:35][C@H:36]2[CH2:40][O:39][C:38]([CH3:42])([CH3:41])[O:37]2)[CH2:9]1)=[O:7])([CH3:4])([CH3:3])[CH3:2].Cl[CH2:44][C:45]1[CH:46]=[C:47]([O:55][CH3:56])[C:48]2[C:53]([CH:54]=1)=[CH:52][CH:51]=[CH:50][CH:49]=2, predict the reaction product. The product is: [C:1]([O:5][C:6]([N:8]1[CH2:13][C@H:12]([O:14][CH2:44][C:45]2[CH:46]=[C:47]([O:55][CH3:56])[C:48]3[C:53](=[CH:52][CH:51]=[CH:50][CH:49]=3)[CH:54]=2)[C@@H:11]([C:15]2[CH:20]=[CH:19][C:18]([O:21][CH2:22][CH2:23][CH2:24][O:25][C:26]3[CH:31]=[CH:30][CH:29]=[CH:28][C:27]=3[C:32]#[N:33])=[CH:17][CH:16]=2)[C@H:10]([O:34][CH2:35][C@H:36]2[CH2:40][O:39][C:38]([CH3:42])([CH3:41])[O:37]2)[CH2:9]1)=[O:7])([CH3:4])([CH3:2])[CH3:3]. (10) Given the reactants [NH:1]1[C:9]2[C:4](=[CH:5][C:6]([C:10]([O:12][CH3:13])=[O:11])=[CH:7][CH:8]=2)[CH:3]=[CH:2]1.[H-].[Na+].[CH:16]([Si:19]([CH:24]([CH3:26])[CH3:25])([CH:21]([CH3:23])[CH3:22])Cl)([CH3:18])[CH3:17], predict the reaction product. The product is: [CH3:13][O:12][C:10]([C:6]1[CH:5]=[C:4]2[C:9](=[CH:8][CH:7]=1)[N:1]([Si:19]([CH:24]([CH3:26])[CH3:25])([CH:21]([CH3:23])[CH3:22])[CH:16]([CH3:18])[CH3:17])[CH:2]=[CH:3]2)=[O:11].